Dataset: Full USPTO retrosynthesis dataset with 1.9M reactions from patents (1976-2016). Task: Predict the reactants needed to synthesize the given product. (1) Given the product [CH3:15][N:16]([CH3:32])[C:17]([C@@H:19]1[CH2:23][C@@H:22]([F:1])[CH2:21][N:20]1[C:25]([O:27][C:28]([CH3:31])([CH3:30])[CH3:29])=[O:26])=[O:18], predict the reactants needed to synthesize it. The reactants are: [F:1]C(F)(N(CC)CC)C(F)C(F)(F)F.[CH3:15][N:16]([CH3:32])[C:17]([C@@H:19]1[CH2:23][C@H:22](O)[CH2:21][N:20]1[C:25]([O:27][C:28]([CH3:31])([CH3:30])[CH3:29])=[O:26])=[O:18].[F-].[Na+].C(=O)([O-])O.[Na+]. (2) The reactants are: C[N:2]([CH:4]=[C:5]([N:11]1[CH:15]=[C:14]([C:16]#[N:17])[N:13]=[CH:12]1)[C:6]([O:8]CC)=O)C.[NH:18]([C:20]1[N:25]=[CH:24][N:23]=[C:22]([N:26]2[CH2:32][CH2:31][CH2:30][O:29][CH2:28][CH2:27]2)[CH:21]=1)N.FC(F)(F)C(O)=O. Given the product [O:29]1[CH2:30][CH2:31][CH2:32][N:26]([C:22]2[N:23]=[CH:24][N:25]=[C:20]([N:18]3[C:6](=[O:8])[C:5]([N:11]4[CH:15]=[C:14]([C:16]#[N:17])[N:13]=[CH:12]4)=[CH:4][NH:2]3)[CH:21]=2)[CH2:27][CH2:28]1, predict the reactants needed to synthesize it. (3) Given the product [CH3:1][N:2]1[CH2:7][CH2:6][CH:5]([C:8]2[CH:13]=[CH:12][C:11]([N:14]3[CH2:18][C@H:17]([CH2:19][NH:20][C:21](=[O:23])[CH3:22])[O:16][C:15]3=[O:24])=[CH:10][CH:9]=2)[CH2:4][C:3]1=[O:25], predict the reactants needed to synthesize it. The reactants are: [CH3:1][N:2]1[CH:7]=[CH:6][C:5]([C:8]2[CH:13]=[CH:12][C:11]([N:14]3[CH2:18][C@H:17]([CH2:19][NH:20][C:21](=[O:23])[CH3:22])[O:16][C:15]3=[O:24])=[CH:10][CH:9]=2)=[CH:4][C:3]1=[O:25]. (4) Given the product [OH:4][C:5]1[CH:10]=[CH:9][C:8]([CH:11]=[CH:12][C:13](=[O:15])[CH3:14])=[CH:7][C:6]=1[O:16][CH3:17], predict the reactants needed to synthesize it. The reactants are: COC[O:4][C:5]1[CH:10]=[CH:9][C:8]([CH:11]=[CH:12][C:13](=[O:15])[CH3:14])=[CH:7][C:6]=1[O:16][CH3:17]. (5) Given the product [C:16]([C:15]1[CH:18]=[CH:19][C:12]([N:4]2[C@@H:5]([CH:7]3[CH2:11][CH2:10][CH2:9][CH2:8]3)[CH2:6][C:2]([C:32]3[CH:31]=[CH:30][C:25]([C:26]([O:28][CH3:29])=[O:27])=[C:24]([O:23][CH2:21][CH3:22])[CH:33]=3)=[N:3]2)=[N:13][C:14]=1[CH3:20])#[N:17], predict the reactants needed to synthesize it. The reactants are: Cl[C:2]1[CH2:6][C@H:5]([CH:7]2[CH2:11][CH2:10][CH2:9][CH2:8]2)[N:4]([C:12]2[CH:19]=[CH:18][C:15]([C:16]#[N:17])=[C:14]([CH3:20])[N:13]=2)[N:3]=1.[CH2:21]([O:23][C:24]1[CH:33]=[C:32](B2OC(C)(C)C(C)(C)O2)[CH:31]=[CH:30][C:25]=1[C:26]([O:28][CH3:29])=[O:27])[CH3:22]. (6) Given the product [CH:21]1([C:19]([NH:18][C:13]2[N:14]=[CH:15][C:16]3[C:11]([CH:12]=2)=[CH:10][CH:9]=[C:8]([C:5]2[C:4]([CH3:24])=[CH:3][C:2]([NH:26][C:25](=[O:32])[O:27][C:28]([CH3:31])([CH3:30])[CH3:29])=[N:7][CH:6]=2)[CH:17]=3)=[O:20])[CH2:23][CH2:22]1, predict the reactants needed to synthesize it. The reactants are: Cl[C:2]1[N:7]=[CH:6][C:5]([C:8]2[CH:17]=[C:16]3[C:11]([CH:12]=[C:13]([NH:18][C:19]([CH:21]4[CH2:23][CH2:22]4)=[O:20])[N:14]=[CH:15]3)=[CH:10][CH:9]=2)=[C:4]([CH3:24])[CH:3]=1.[C:25](=[O:32])([O:27][C:28]([CH3:31])([CH3:30])[CH3:29])[NH2:26].CC(C1C=C(C(C)C)C(C2C(P(C3CCCCC3)C3CCCCC3)=C(OC)C=CC=2OC)=C(C(C)C)C=1)C.C(=O)([O-])[O-].[Cs+].[Cs+]. (7) Given the product [Cl:17][C:18]1[CH:23]=[C:22]([O:24][CH2:25][CH:26]=[C:27]([Cl:28])[Cl:29])[CH:21]=[C:20]([CH3:30])[C:19]=1[O:1][CH2:2][CH2:3][CH2:4][CH2:5][O:6][C:7]1[CH:12]=[CH:11][C:10]([C:13]([F:16])([F:14])[F:15])=[CH:9][N:8]=1, predict the reactants needed to synthesize it. The reactants are: [OH:1][CH2:2][CH2:3][CH2:4][CH2:5][O:6][C:7]1[CH:12]=[CH:11][C:10]([C:13]([F:16])([F:15])[F:14])=[CH:9][N:8]=1.[Cl:17][C:18]1[CH:23]=[C:22]([O:24][CH2:25][CH:26]=[C:27]([Cl:29])[Cl:28])[CH:21]=[C:20]([CH3:30])[C:19]=1O.C1(P(C2C=CC=CC=2)C2C=CC=CC=2)C=CC=CC=1.N(C(OC(C)C)=O)=NC(OC(C)C)=O. (8) Given the product [NH2:23][C:24]1[CH:33]=[CH:32][C:27]2[N:28]=[C:29]([S:31][CH2:3][C:4]([NH:6][CH2:7][CH2:8][CH2:9][N:10]([CH2:12][CH2:13][CH2:14][C:15]3[CH:20]=[CH:19][C:18]([Cl:21])=[C:17]([Cl:22])[CH:16]=3)[CH3:11])=[O:5])[S:30][C:26]=2[CH:25]=1, predict the reactants needed to synthesize it. The reactants are: Br.Br[CH2:3][C:4]([NH:6][CH2:7][CH2:8][CH2:9][N:10]([CH2:12][CH2:13][CH2:14][C:15]1[CH:20]=[CH:19][C:18]([Cl:21])=[C:17]([Cl:22])[CH:16]=1)[CH3:11])=[O:5].[NH2:23][C:24]1[CH:33]=[CH:32][C:27]2[N:28]=[C:29]([SH:31])[S:30][C:26]=2[CH:25]=1. (9) Given the product [F:35][C:2]1([F:1])[CH2:4][CH:3]1[CH2:5][O:6][C:7]1[CH:34]=[CH:33][C:10]2[N:11]=[C:12]([C:14]3[N:19]=[CH:18][C:17]([O:20][CH2:21][C@@H:22]([NH:24][C:25](=[O:31])[CH3:37])[CH3:23])=[CH:16][C:15]=3[F:32])[O:13][C:9]=2[CH:8]=1, predict the reactants needed to synthesize it. The reactants are: [F:1][C:2]1([F:35])[CH2:4][CH:3]1[CH2:5][O:6][C:7]1[CH:34]=[CH:33][C:10]2[N:11]=[C:12]([C:14]3[N:19]=[CH:18][C:17]([O:20][CH2:21][C@@H:22]([NH:24][C:25](=[O:31])OC(C)(C)C)[CH3:23])=[CH:16][C:15]=3[F:32])[O:13][C:9]=2[CH:8]=1.Cl.[C:37](OCC)(=O)C. (10) Given the product [Cl:1][C:2]1=[C:3]([CH:28]=[CH:29][C:30]2[C:38]([CH3:39])([CH3:40])[C:37]3[C:32](=[CH:33][CH:34]=[C:35]([S:41]([O-:44])(=[O:42])=[O:43])[CH:36]=3)[N+:31]=2[CH2:57][CH2:58][CH2:59][CH2:60][S:66]([O-:69])(=[O:68])=[O:67])[CH2:4][CH2:5]/[C:6]/1=[CH:7]\[CH:99]=[C:95]1/[C:96]([CH3:98])([CH3:97])[C:82]2[C:83](=[N:94]/1)[N:84]([CH2:86][CH2:87][CH2:88][CH2:89][S:90]([O-:93])(=[O:92])=[O:91])[CH:85]=[C:80]([Cl:79])[CH:81]=2.[Na+:52].[Na+:52], predict the reactants needed to synthesize it. The reactants are: [Cl:1][C:2]1=[C:3]([CH:28]=[CH:29][C:30]2[C:38]([CH3:40])([CH3:39])[C:37]3[C:32](=[CH:33][CH:34]=[C:35]([S:41]([O-:44])(=[O:43])=[O:42])[CH:36]=3)[N+:31]=2CCCS([O-])(=O)=O)[CH2:4][CH2:5][CH2:6]/[C:7]/1=C\C=C1/C(C)(C)C2C(=N/1)N(CCCS([O-])(=O)=O)C=CC=2.[Na+:52].[Na+].CC1C(C)(C)C2[C:57](=[CH:58][CH:59]=[C:60]([S:66]([O-:69])(=[O:68])=[O:67])C=2)[N+]=1CCC(S([O-])(=O)=O)C.[Na+].[Cl:79][C:80]1[CH:81]=[C:82]2[C:96]([CH3:98])([CH3:97])[C:95]([CH3:99])=[N:94][C:83]2=[N+:84]([CH2:86][CH2:87][CH2:88][CH2:89][S:90]([O-:93])(=[O:92])=[O:91])[CH:85]=1.